From a dataset of Reaction yield outcomes from USPTO patents with 853,638 reactions. Predict the reaction yield, written as a fraction of the theoretical maximum amount of product (1.0 means a 100% yield; for example, 0.34 means a 34% yield). The reactants are [Cl:1][C:2]1[C:3]([C:33](=[O:43])[N:34]([CH2:39][CH2:40][CH2:41][CH3:42])[CH2:35][CH2:36][CH2:37][CH3:38])=[N:4][N:5]([C:8]2[CH:16]=[CH:15][C:14]([C:17](=[O:32])[NH:18][S:19]([C:22]3[CH:31]=[CH:30][C:29]4[C:24](=[CH:25][CH:26]=[CH:27][CH:28]=4)[CH:23]=3)(=[O:21])=[O:20])=[CH:13][C:9]=2[C:10](O)=[O:11])[C:6]=1[CH3:7].Cl.[CH2:45]1[C:54]2[C:49](=[CH:50][CH:51]=[CH:52][CH:53]=2)[CH2:48][C@H:47]([C:55]([O:57][CH3:58])=[O:56])[NH:46]1.C(N(C(C)C)C(C)C)C. The catalyst is C(Cl)Cl.C1COCC1. The product is [Cl:1][C:2]1[C:3]([C:33](=[O:43])[N:34]([CH2:39][CH2:40][CH2:41][CH3:42])[CH2:35][CH2:36][CH2:37][CH3:38])=[N:4][N:5]([C:8]2[CH:16]=[CH:15][C:14]([C:17](=[O:32])[NH:18][S:19]([C:22]3[CH:31]=[CH:30][C:29]4[C:24](=[CH:25][CH:26]=[CH:27][CH:28]=4)[CH:23]=3)(=[O:20])=[O:21])=[CH:13][C:9]=2[C:10]([N:46]2[C@@H:47]([C:55]([O:57][CH3:58])=[O:56])[CH2:48][C:49]3[C:54](=[CH:53][CH:52]=[CH:51][CH:50]=3)[CH2:45]2)=[O:11])[C:6]=1[CH3:7]. The yield is 0.370.